Dataset: Cav3 T-type calcium channel HTS with 100,875 compounds. Task: Binary Classification. Given a drug SMILES string, predict its activity (active/inactive) in a high-throughput screening assay against a specified biological target. The drug is O=C(N1C(c2c(CC1)cc(OC)c(OC)c2)C)Cn1ncc2c1c1c(OC2)cccc1. The result is 0 (inactive).